The task is: Predict which catalyst facilitates the given reaction.. This data is from Catalyst prediction with 721,799 reactions and 888 catalyst types from USPTO. (1) Product: [CH2:29]([O:28][C:26]([N:7]([CH2:6][C:2]1[S:1][CH:5]=[CH:4][CH:3]=1)[CH2:8][CH2:9][C:10]([O:12][CH3:13])=[O:11])=[O:27])[CH3:30]. The catalyst class is: 6. Reactant: [S:1]1[CH:5]=[CH:4][CH:3]=[C:2]1[CH2:6][NH:7][CH2:8][CH2:9][C:10]([O:12][CH3:13])=[O:11].O.C1COCC1.C(=O)(O)[O-].[Na+].Cl[C:26]([O:28][CH2:29][CH3:30])=[O:27]. (2) Reactant: [Cl:1][C:2]1[CH:3]=[C:4]([C:8]#[C:9][CH:10]([N:13]2[CH2:18][CH2:17][NH:16][CH2:15][CH2:14]2)[CH2:11][CH3:12])[CH:5]=[CH:6][CH:7]=1.C(N(CC)CC)C.Cl[C:27]([O:29][CH2:30][C:31]1[CH:36]=[CH:35][CH:34]=[CH:33][CH:32]=1)=[O:28]. Product: [CH2:30]([O:29][C:27]([N:16]1[CH2:15][CH2:14][N:13]([CH:10]([CH2:11][CH3:12])[C:9]#[C:8][C:4]2[CH:5]=[CH:6][CH:7]=[C:2]([Cl:1])[CH:3]=2)[CH2:18][CH2:17]1)=[O:28])[C:31]1[CH:36]=[CH:35][CH:34]=[CH:33][CH:32]=1. The catalyst class is: 2. (3) Reactant: [NH:1]1[CH:5]=[CH:4][N:3]=[C:2]1[CH2:6][N:7]([CH2:14][C:15]1[CH:28]=[CH:27][C:18]([C:19]([NH:21][CH2:22][CH2:23][CH2:24][CH2:25][NH2:26])=[O:20])=[CH:17][CH:16]=1)[CH2:8][C:9]1[NH:10][CH:11]=[CH:12][N:13]=1.[CH3:29][O:30][C:31]1[CH:38]=[CH:37][CH:36]=[CH:35][C:32]=1[CH:33]=O.C(OC)(OC)OC.[BH4-].[Na+]. Product: [NH:1]1[CH:5]=[CH:4][N:3]=[C:2]1[CH2:6][N:7]([CH2:14][C:15]1[CH:28]=[CH:27][C:18]([C:19]([NH:21][CH2:22][CH2:23][CH2:24][CH2:25][NH:26][CH2:33][C:32]2[CH:35]=[CH:36][CH:37]=[CH:38][C:31]=2[O:30][CH3:29])=[O:20])=[CH:17][CH:16]=1)[CH2:8][C:9]1[NH:13][CH:12]=[CH:11][N:10]=1. The catalyst class is: 5.